Dataset: Full USPTO retrosynthesis dataset with 1.9M reactions from patents (1976-2016). Task: Predict the reactants needed to synthesize the given product. (1) Given the product [CH3:35][CH:34]([CH2:33][CH2:32][CH2:31][C@H:30]([C@@H:29]1[C@:38]2([CH3:46])[C@H:26]([C@H:25]3[C@H:41]([CH2:40][CH2:39]2)[C@:42]2([CH3:45])[C:22]([CH2:21][C@@H:20]([N:10]([CH2:11][CH2:12][CH2:13][CH2:14][C:97](=[O:121])[NH:96][CH2:95][CH2:94][C:93](=[O:122])[NH:92][CH2:91][CH2:90][C:89]([O:124][CH2:57][CH3:58])=[O:2])[C:8](=[O:9])[O:7][C:3]([CH3:6])([CH3:5])[CH3:4])[CH2:44][CH2:43]2)=[CH:23][CH2:24]3)[CH2:27][CH2:28]1)[CH3:37])[CH3:36], predict the reactants needed to synthesize it. The reactants are: [Li+].[OH-:2].[C:3]([O:7][C:8]([N:10]([C@H:20]1[CH2:44][CH2:43][C@@:42]2([CH3:45])[C:22](=[CH:23][CH2:24][C@@H:25]3[C@@H:41]2[CH2:40][CH2:39][C@@:38]2([CH3:46])[C@H:26]3[CH2:27][CH2:28][C@@H:29]2[C@H:30]([CH3:37])[CH2:31][CH2:32][CH2:33][CH:34]([CH3:36])[CH3:35])[CH2:21]1)[CH2:11][CH2:12][CH2:13][CH2:14]C(OCC)=O)=[O:9])([CH3:6])([CH3:5])[CH3:4].C1C=CC2N(O)N=NC=2C=1.[CH2:57](Cl)[CH2:58]Cl.CC(CCC[C@H]([C@@H]1[C@]2(C)[C@H]([C@H]3[C@H](CC2)[C@]2(C)C(C[C@@H](N[CH2:89][CH2:90][CH2:91][NH:92][C:93](=[O:122])[CH2:94][CH2:95][NH:96][C:97](=[O:121])CCNC(=O)CCCCCNC4C5=NON=C5C([N+]([O-])=O)=CC=4)CC2)=CC3)CC1)C)C.C[OH:124]. (2) Given the product [C:1]([O:5][C:6](=[O:28])[NH:7][C:8]1[S:9][C:10]2[CH:16]=[C:15]([CH:17]=[O:39])[CH:14]=[C:13]([C:19]3[CH:24]=[CH:23][CH:22]=[C:21]([N+:25]([O-:27])=[O:26])[CH:20]=3)[C:11]=2[N:12]=1)([CH3:2])([CH3:4])[CH3:3], predict the reactants needed to synthesize it. The reactants are: [C:1]([O:5][C:6](=[O:28])[NH:7][C:8]1[S:9][C:10]2[CH:16]=[C:15]([C:17]#N)[CH:14]=[C:13]([C:19]3[CH:24]=[CH:23][CH:22]=[C:21]([N+:25]([O-:27])=[O:26])[CH:20]=3)[C:11]=2[N:12]=1)([CH3:4])([CH3:3])[CH3:2].CC(C[AlH]CC(C)C)C.Cl.[OH2:39]. (3) Given the product [CH2:1]([N:8]1[C:16]2[C:11](=[N:12][C:13]([Cl:17])=[CH:14][CH:15]=2)[CH:10]=[C:9]1[C:24]1[S:25][CH:26]=[CH:27][N:28]=1)[C:2]1[CH:7]=[CH:6][CH:5]=[CH:4][CH:3]=1, predict the reactants needed to synthesize it. The reactants are: [CH2:1]([N:8]1[C:16]2[C:11](=[N:12][C:13]([Cl:17])=[CH:14][CH:15]=2)[CH:10]=[C:9]1Br)[C:2]1[CH:7]=[CH:6][CH:5]=[CH:4][CH:3]=1.C([Sn](CCCC)(CCCC)[C:24]1[S:25][CH:26]=[CH:27][N:28]=1)CCC. (4) Given the product [K+:19].[C:7]([C:6]([C:2]1[S:1][CH:5]=[CH:4][CH:3]=1)=[CH:10][C:9]([O-:13])=[O:12])#[N:8], predict the reactants needed to synthesize it. The reactants are: [S:1]1[CH:5]=[CH:4][CH:3]=[C:2]1[CH2:6][C:7]#[N:8].[C:9]([OH:13])(=[O:12])[CH:10]=O.CC(C)([O-])C.[K+:19]. (5) Given the product [O:25]1[CH2:24][CH2:23][N:22]([C:4]2[N:3]=[C:2]([C:32]3[CH:33]=[CH:34][C:29]([NH2:28])=[CH:30][CH:31]=3)[N:7]=[C:6]3[N:8]([CH:11]4[CH2:16][CH2:15][N:14]([CH2:17][C:18]([F:20])([F:21])[F:19])[CH2:13][CH2:12]4)[N:9]=[CH:10][C:5]=23)[CH2:27][CH2:26]1, predict the reactants needed to synthesize it. The reactants are: Cl[C:2]1[N:7]=[C:6]2[N:8]([CH:11]3[CH2:16][CH2:15][N:14]([CH2:17][C:18]([F:21])([F:20])[F:19])[CH2:13][CH2:12]3)[N:9]=[CH:10][C:5]2=[C:4]([N:22]2[CH2:27][CH2:26][O:25][CH2:24][CH2:23]2)[N:3]=1.[NH2:28][C:29]1[CH:34]=[CH:33][C:32](B2OC(C)(C)C(C)(C)O2)=[CH:31][CH:30]=1.C(=O)([O-])[O-].[Na+].[Na+].COCCOC. (6) Given the product [C:3]([O:23][CH:24]1[CH2:25][C:26]([CH3:34])([CH3:33])[N:27]([O:32][CH2:42][C:41]([OH:45])([CH3:44])[CH3:43])[C:28]([CH3:31])([CH3:30])[CH2:29]1)(=[O:22])[CH2:4][CH2:5][CH2:6][CH2:7][C:8]([O:10][CH:11]1[CH2:16][C:15]([CH3:18])([CH3:17])[N:14]([O:19][CH2:42][C:41]([OH:45])([CH3:44])[CH3:43])[C:13]([CH3:21])([CH3:20])[CH2:12]1)=[O:9], predict the reactants needed to synthesize it. The reactants are: OO.[C:3]([O:23][CH:24]1[CH2:29][C:28]([CH3:31])([CH3:30])[N:27]([OH:32])[C:26]([CH3:34])([CH3:33])[CH2:25]1)(=[O:22])[CH2:4][CH2:5][CH2:6][CH2:7][C:8]([O:10][CH:11]1[CH2:16][C:15]([CH3:18])([CH3:17])[N:14]([OH:19])[C:13]([CH3:21])([CH3:20])[CH2:12]1)=[O:9].S([O-])([O-])=O.[Na+].[Na+].[C:41]([OH:45])([CH3:44])([CH3:43])[CH3:42]. (7) Given the product [CH3:9][N:10]([CH:12]=[N:1][C:2]1[NH:3][CH:4]=[CH:5][N:6]=1)[CH3:11], predict the reactants needed to synthesize it. The reactants are: [NH2:1][C:2]1[NH:3][CH:4]=[CH:5][N:6]=1.CO[CH:9](OC)[N:10]([CH3:12])[CH3:11].